Dataset: Forward reaction prediction with 1.9M reactions from USPTO patents (1976-2016). Task: Predict the product of the given reaction. (1) Given the reactants O=P(Cl)(Cl)Cl.[NH:6]1[C:14]2[CH:9]([CH2:10][CH:11]=[CH:12][CH:13]=2)[CH2:8][CH2:7]1.CN([CH:18]=[O:19])C, predict the reaction product. The product is: [NH:6]1[C:14]2[CH2:13][CH2:12][CH2:11][CH2:10][C:9]=2[CH:8]=[C:7]1[CH:18]=[O:19]. (2) Given the reactants CS[C:3]([S:13][CH3:14])=[C:4]([C:10](=O)[CH3:11])[C:5]([O:7][CH2:8][CH3:9])=[O:6].C(O)(=O)C.[C:19]([NH2:27])(=[NH:26])[C:20]1[CH:25]=[CH:24][CH:23]=[CH:22][CH:21]=1.C(N(CC)CC)C, predict the reaction product. The product is: [CH3:11][C:10]1[C:4]([C:5]([O:7][CH2:8][CH3:9])=[O:6])=[C:3]([S:13][CH3:14])[N:27]=[C:19]([C:20]2[CH:25]=[CH:24][CH:23]=[CH:22][CH:21]=2)[N:26]=1. (3) Given the reactants Cl[C:2]1[C:3]2[CH:10]=[CH:9][N:8]([C@H:11]3[C@H:18]4[C@H:14]([O:15][C:16]([CH3:20])([CH3:19])[O:17]4)[C@H:13]([C@H:21]4[CH2:25][O:24][C:23]([CH3:27])([CH3:26])[O:22]4)[O:12]3)[C:4]=2[N:5]=[CH:6][N:7]=1.[Zn](C)[CH3:29].C1(C)C=CC=CC=1, predict the reaction product. The product is: [CH3:27][C:23]1([CH3:26])[O:22][C@@H:21]([C@H:13]2[C@H:14]3[O:15][C:16]([CH3:20])([CH3:19])[O:17][C@H:18]3[C@H:11]([N:8]3[C:4]4[N:5]=[CH:6][N:7]=[C:2]([CH3:29])[C:3]=4[CH:10]=[CH:9]3)[O:12]2)[CH2:25][O:24]1. (4) Given the reactants [NH2:1][C:2]1[CH:3]=[C:4]([CH:15]=[CH:16][C:17]=1[O:18][CH3:19])[C:5]([NH:7][C:8]1[CH:13]=[CH:12][CH:11]=[C:10]([Cl:14])[CH:9]=1)=[O:6].[F:20][C:21]1[CH:26]=[CH:25][C:24]([N:27]=[C:28]=[S:29])=[CH:23][CH:22]=1, predict the reaction product. The product is: [Cl:14][C:10]1[CH:9]=[C:8]([NH:7][C:5](=[O:6])[C:4]2[CH:15]=[CH:16][C:17]([O:18][CH3:19])=[C:2]([NH:1][C:28]([NH:27][C:24]3[CH:25]=[CH:26][C:21]([F:20])=[CH:22][CH:23]=3)=[S:29])[CH:3]=2)[CH:13]=[CH:12][CH:11]=1. (5) Given the reactants [F:1][C:2]1[CH:7]=[CH:6][C:5](I)=[CH:4][CH:3]=1.[C:9]([C:11]1([NH2:17])[CH2:16][CH2:15][CH2:14][CH2:13][CH2:12]1)#[CH:10].C(NC(C)C)(C)C.C1(C)C=CC=CC=1, predict the reaction product. The product is: [F:1][C:2]1[CH:7]=[CH:6][C:5]([CH2:10][CH2:9][C:11]2([NH2:17])[CH2:16][CH2:15][CH2:14][CH2:13][CH2:12]2)=[CH:4][CH:3]=1. (6) Given the reactants [OH-].[K+].[CH2:3]([C:10]([CH2:21][S:22][CH3:23])([C:16]([O:18]CC)=[O:17])[C:11]([O:13]CC)=[O:12])[C:4]1[CH:9]=[CH:8][CH:7]=[CH:6][CH:5]=1.CO.Cl, predict the reaction product. The product is: [CH2:3]([C:10]([CH2:21][S:22][CH3:23])([C:11]([OH:13])=[O:12])[C:16]([OH:18])=[O:17])[C:4]1[CH:5]=[CH:6][CH:7]=[CH:8][CH:9]=1. (7) Given the reactants [Br:1][C:2]1[CH:23]=[N:22][C:5]2[NH:6][CH2:7][CH2:8][C:9](=O)[N:10]([CH2:11][C:12]3[C:17]([F:18])=[CH:16][CH:15]=[C:14]([F:19])[C:13]=3[Cl:20])[C:4]=2[N:3]=1.S(C)C, predict the reaction product. The product is: [Br:1][C:2]1[CH:23]=[N:22][C:5]2[NH:6][CH2:7][CH2:8][CH2:9][N:10]([CH2:11][C:12]3[C:17]([F:18])=[CH:16][CH:15]=[C:14]([F:19])[C:13]=3[Cl:20])[C:4]=2[N:3]=1. (8) Given the reactants [CH2:1]1[CH2:11]CN2C(=NCCC2)C[CH2:2]1.[OH:12][CH:13]([CH2:32][C:33]1[CH:38]=[CH:37][CH:36]=[CH:35][CH:34]=1)/[CH:14]=[CH:15]/[C@H:16]1[CH2:21][CH2:20][CH2:19][C:18](=[O:22])[N:17]1[CH2:23][C:24]#[C:25][CH2:26][O:27][CH2:28][C:29]([OH:31])=[O:30].IC(C)C, predict the reaction product. The product is: [CH:1]([O:30][C:29](=[O:31])[CH2:28][O:27][CH2:26][C:25]#[C:24][CH2:23][N:17]1[C:18](=[O:22])[CH2:19][CH2:20][CH2:21][C@@H:16]1/[CH:15]=[CH:14]/[CH:13]([OH:12])[CH2:32][C:33]1[CH:34]=[CH:35][CH:36]=[CH:37][CH:38]=1)([CH3:11])[CH3:2].